Predict the product of the given reaction. From a dataset of Forward reaction prediction with 1.9M reactions from USPTO patents (1976-2016). (1) Given the reactants N[C:2]1[N:3]([C:13]2[C:22]3[C:17](=[CH:18][CH:19]=[CH:20][CH:21]=3)[C:16]([CH:23]3[CH2:25][CH2:24]3)=[CH:15][CH:14]=2)[C:4]([S:7][CH2:8][CH2:9][C:10]([O-:12])=[O:11])=[N:5][N:6]=1.N([O-])=O.[Na+].Cl[CH:31](Cl)[C:32](O)=O.O.C(Br)(Br)[Br:38], predict the reaction product. The product is: [Br:38][C:2]1[N:3]([C:13]2[C:22]3[C:17](=[CH:18][CH:19]=[CH:20][CH:21]=3)[C:16]([CH:23]3[CH2:24][CH2:25]3)=[CH:15][CH:14]=2)[C:4]([S:7][CH2:8][CH2:9][C:10]([O:12][CH2:31][CH3:32])=[O:11])=[N:5][N:6]=1. (2) Given the reactants [C:1]([O:5][C:6]([NH:8][C@@H:9]([CH2:13][CH2:14][C:15]1[N:19]([CH2:20][C:21]2[CH:26]=[CH:25][C:24]([C:27]([CH3:30])([CH3:29])[CH3:28])=[CH:23][CH:22]=2)[C:18]2[CH:31]=[C:32]([CH3:36])[C:33]([CH3:35])=[CH:34][C:17]=2[N:16]=1)[C:10](O)=[O:11])=[O:7])([CH3:4])([CH3:3])[CH3:2].CCN=C=NCCCN(C)C.Cl.[C:49]([O:68][NH2:69])([C:62]1[CH:67]=[CH:66][CH:65]=[CH:64][CH:63]=1)([C:56]1[CH:61]=[CH:60][CH:59]=[CH:58][CH:57]=1)[C:50]1[CH:55]=[CH:54][CH:53]=[CH:52][CH:51]=1, predict the reaction product. The product is: [C:1]([O:5][C:6]([NH:8][C@@H:9]([CH2:13][CH2:14][C:15]1[N:19]([CH2:20][C:21]2[CH:26]=[CH:25][C:24]([C:27]([CH3:28])([CH3:29])[CH3:30])=[CH:23][CH:22]=2)[C:18]2[CH:31]=[C:32]([CH3:36])[C:33]([CH3:35])=[CH:34][C:17]=2[N:16]=1)[C:10]([NH:69][O:68][C:49]([C:50]1[CH:55]=[CH:54][CH:53]=[CH:52][CH:51]=1)([C:62]1[CH:63]=[CH:64][CH:65]=[CH:66][CH:67]=1)[C:56]1[CH:57]=[CH:58][CH:59]=[CH:60][CH:61]=1)=[O:11])=[O:7])([CH3:2])([CH3:4])[CH3:3].